Dataset: Catalyst prediction with 721,799 reactions and 888 catalyst types from USPTO. Task: Predict which catalyst facilitates the given reaction. (1) Reactant: [OH:1][CH2:2]C(CO)OCN1C=C(C=C)C(=O)NC1=O.ClN1C(=O)CCC1=O.[OH:26][CH2:27][CH2:28][O:29][CH2:30][N:31]1[CH:38]=[C:37]([CH:39]([N:42]=[N+:43]=[N-:44])[CH2:40][Cl:41])[C:35](=[O:36])[NH:34][C:32]1=[O:33]. Product: [OH:26][CH2:27][CH:28]([CH2:2][OH:1])[O:29][CH2:30][N:31]1[CH:38]=[C:37]([CH:39]([N:42]=[N+:43]=[N-:44])[CH2:40][Cl:41])[C:35](=[O:36])[NH:34][C:32]1=[O:33]. The catalyst class is: 98. (2) Reactant: C(OC([N:8]1[C:13]2[CH:14]=[C:15]([Cl:20])[C:16]([O:18][CH3:19])=[CH:17][C:12]=2[O:11][CH:10]([C:21](=[O:39])[NH:22][CH2:23][C:24]2([OH:38])[CH2:29][CH2:28][N:27]([CH2:30][C:31]3[CH:36]=[CH:35][C:34]([F:37])=[CH:33][CH:32]=3)[CH2:26][CH2:25]2)[CH2:9]1)=O)(C)(C)C.FC(F)(F)C(O)=O. Product: [F:37][C:34]1[CH:33]=[CH:32][C:31]([CH2:30][N:27]2[CH2:28][CH2:29][C:24]([CH2:23][NH:22][C:21]([CH:10]3[CH2:9][NH:8][C:13]4[CH:14]=[C:15]([Cl:20])[C:16]([O:18][CH3:19])=[CH:17][C:12]=4[O:11]3)=[O:39])([OH:38])[CH2:25][CH2:26]2)=[CH:36][CH:35]=1. The catalyst class is: 2. (3) Reactant: [CH3:1][O-:2].[Na+].CO.[Br:6][C:7]1[C:8](Cl)=[N:9][CH:10]=[C:11]([N+:13]([O-:15])=[O:14])[CH:12]=1. Product: [Br:6][C:7]1[C:8]([O:2][CH3:1])=[N:9][CH:10]=[C:11]([N+:13]([O-:15])=[O:14])[CH:12]=1. The catalyst class is: 6.